From a dataset of Catalyst prediction with 721,799 reactions and 888 catalyst types from USPTO. Predict which catalyst facilitates the given reaction. (1) Reactant: [OH:1]/[N:2]=[C:3](/[C:5]1[CH:10]=[CH:9][C:8]([NH:11][C:12]([N:14]2[CH2:23][CH2:22][C:21]3[C:16](=[CH:17][CH:18]=[CH:19][CH:20]=3)[CH2:15]2)=[O:13])=[CH:7][CH:6]=1)\[NH2:4].[C:24](O)(=O)[CH2:25][CH2:26][CH3:27].ON1C2C=CC=CC=2N=N1.CN1CCOCC1.Cl.CN(C)CCCN=C=NCC. Product: [CH2:25]([C:24]1[O:1][N:2]=[C:3]([C:5]2[CH:6]=[CH:7][C:8]([NH:11][C:12]([N:14]3[CH2:23][CH2:22][C:21]4[C:16](=[CH:17][CH:18]=[CH:19][CH:20]=4)[CH2:15]3)=[O:13])=[CH:9][CH:10]=2)[N:4]=1)[CH2:26][CH3:27]. The catalyst class is: 42. (2) Reactant: [F:1][C:2]1[CH:7]=[CH:6][CH:5]=[C:4]([N+:8]([O-])=O)[C:3]=1[C:11]1[CH2:16][C:15]([CH3:18])([CH3:17])[CH2:14][C:13]([CH3:20])([CH3:19])[CH:12]=1.[Cl-].[NH4+].O. Product: [F:1][C:2]1[C:3]([C:11]2[CH2:16][C:15]([CH3:18])([CH3:17])[CH2:14][C:13]([CH3:20])([CH3:19])[CH:12]=2)=[C:4]([NH2:8])[CH:5]=[CH:6][CH:7]=1. The catalyst class is: 186. (3) Reactant: [OH:1][CH2:2][CH2:3][CH:4]([CH3:20])[CH2:5][C@@H:6]1[CH2:10][N:9]([C@H:11]([C:13]2[CH:18]=[CH:17][CH:16]=[CH:15][CH:14]=2)[CH3:12])[C:8](=[O:19])[CH2:7]1.[H-].[Na+].[CH3:23]I. Product: [CH3:23][O:1][CH2:2][CH2:3][CH:4]([CH3:20])[CH2:5][C@@H:6]1[CH2:10][N:9]([C@H:11]([C:13]2[CH:14]=[CH:15][CH:16]=[CH:17][CH:18]=2)[CH3:12])[C:8](=[O:19])[CH2:7]1. The catalyst class is: 58.